This data is from Catalyst prediction with 721,799 reactions and 888 catalyst types from USPTO. The task is: Predict which catalyst facilitates the given reaction. Reactant: [CH3:1][C:2]1[CH:7]=[C:6]([CH3:8])[CH:5]=[C:4]([CH3:9])[C:3]=1[OH:10].[H-].[Na+].Cl[C:14]1[C:19]([CH3:20])=[C:18]([Cl:21])[CH:17]=[C:16]([CH2:22][CH3:23])[N+:15]=1[O-:24]. Product: [Cl:21][C:18]1[CH:17]=[C:16]([CH2:22][CH3:23])[N+:15]([O-:24])=[C:14]([O:10][C:3]2[C:4]([CH3:9])=[CH:5][C:6]([CH3:8])=[CH:7][C:2]=2[CH3:1])[C:19]=1[CH3:20]. The catalyst class is: 1.